This data is from NCI-60 drug combinations with 297,098 pairs across 59 cell lines. The task is: Regression. Given two drug SMILES strings and cell line genomic features, predict the synergy score measuring deviation from expected non-interaction effect. (1) Drug 2: C1C(C(OC1N2C=NC3=C2NC=NCC3O)CO)O. Drug 1: C1=NC2=C(N=C(N=C2N1C3C(C(C(O3)CO)O)F)Cl)N. Cell line: NCI/ADR-RES. Synergy scores: CSS=54.0, Synergy_ZIP=1.56, Synergy_Bliss=0.763, Synergy_Loewe=-39.5, Synergy_HSA=1.43. (2) Drug 1: CCC1(CC2CC(C3=C(CCN(C2)C1)C4=CC=CC=C4N3)(C5=C(C=C6C(=C5)C78CCN9C7C(C=CC9)(C(C(C8N6C=O)(C(=O)OC)O)OC(=O)C)CC)OC)C(=O)OC)O.OS(=O)(=O)O. Drug 2: C1CN(P(=O)(OC1)NCCCl)CCCl. Cell line: OVCAR-5. Synergy scores: CSS=4.94, Synergy_ZIP=-0.764, Synergy_Bliss=1.86, Synergy_Loewe=0.909, Synergy_HSA=1.80. (3) Drug 1: CC1C(C(CC(O1)OC2CC(CC3=C2C(=C4C(=C3O)C(=O)C5=C(C4=O)C(=CC=C5)OC)O)(C(=O)CO)O)N)O.Cl. Drug 2: C1CCC(C(C1)N)N.C(=O)(C(=O)[O-])[O-].[Pt+4]. Cell line: RXF 393. Synergy scores: CSS=5.74, Synergy_ZIP=-2.50, Synergy_Bliss=-0.717, Synergy_Loewe=-1.11, Synergy_HSA=-0.588. (4) Drug 1: CC12CCC(CC1=CCC3C2CCC4(C3CC=C4C5=CN=CC=C5)C)O. Drug 2: CCCS(=O)(=O)NC1=C(C(=C(C=C1)F)C(=O)C2=CNC3=C2C=C(C=N3)C4=CC=C(C=C4)Cl)F. Cell line: LOX IMVI. Synergy scores: CSS=24.8, Synergy_ZIP=-6.81, Synergy_Bliss=-5.92, Synergy_Loewe=-0.847, Synergy_HSA=0.398. (5) Drug 1: CN(C)N=NC1=C(NC=N1)C(=O)N. Drug 2: C1=CN(C=N1)CC(O)(P(=O)(O)O)P(=O)(O)O. Cell line: TK-10. Synergy scores: CSS=2.55, Synergy_ZIP=-1.67, Synergy_Bliss=-3.58, Synergy_Loewe=-42.9, Synergy_HSA=-4.55.